From a dataset of Forward reaction prediction with 1.9M reactions from USPTO patents (1976-2016). Predict the product of the given reaction. (1) Given the reactants COC1C=CC(P2(SP(C3C=CC(OC)=CC=3)(=S)S2)=[S:10])=CC=1.[CH3:23][O:24][C:25]([CH2:27][CH2:28][CH2:29][CH2:30][C@H:31]1[C@@H:39]2[C@@H:34]([NH:35][C:36]([NH:38]2)=O)[CH2:33][S:32]1)=[O:26], predict the reaction product. The product is: [S:10]=[C:36]1[NH:35][C@H:34]2[CH2:33][S:32][C@@H:31]([CH2:30][CH2:29][CH2:28][CH2:27][C:25]([O:24][CH3:23])=[O:26])[C@H:39]2[NH:38]1. (2) Given the reactants N[C:2]1[CH:7]=[CH:6][C:5]([CH:8]2[CH2:12][CH2:11][N:10]([C:13]([O:15][C:16]([CH3:19])([CH3:18])[CH3:17])=[O:14])[CH2:9]2)=[CH:4][CH:3]=1.C([N:22]([CH2:25][CH3:26])CC)C.[C:27]1(CC(Cl)=O)[CH:32]=[CH:31][CH:30]=[CH:29][CH:28]=1.C1C[O:40]CC1, predict the reaction product. The product is: [C:16]([O:15][C:13]([N:10]1[CH2:11][CH2:12][CH:8]([C:5]2[CH:6]=[CH:7][C:2]([C:27]3[CH:32]=[CH:31][CH:30]=[CH:29][CH:28]=3)=[CH:3][C:4]=2[NH:22][C:25](=[O:40])[CH3:26])[CH2:9]1)=[O:14])([CH3:19])([CH3:18])[CH3:17].